From a dataset of Full USPTO retrosynthesis dataset with 1.9M reactions from patents (1976-2016). Predict the reactants needed to synthesize the given product. Given the product [F:1][C:2]([F:7])([F:6])[C:3]([OH:5])=[O:4].[CH2:10]([N:11]([CH2:12][C:13]1[O:17][CH:16]=[C:15]([C:18]2[CH:19]=[C:20]3[C:24](=[C:25]([C:27]([NH2:29])=[O:28])[CH:26]=2)[NH:23][CH:22]=[C:21]3[CH:30]2[CH2:35][CH2:34][N:33]([S:36]([CH2:39][CH3:40])(=[O:37])=[O:38])[CH2:32][CH2:31]2)[CH:14]=1)[CH2:43][CH3:44])[CH3:2], predict the reactants needed to synthesize it. The reactants are: [F:1][C:2]([F:7])([F:6])[C:3]([OH:5])=[O:4].CC(C)(C)[CH2:10][NH:11][CH2:12][C:13]1[O:17][CH:16]=[C:15]([C:18]2[CH:19]=[C:20]3[C:24](=[C:25]([C:27]([NH2:29])=[O:28])[CH:26]=2)[NH:23][CH:22]=[C:21]3[CH:30]2[CH2:35][CH2:34][N:33]([S:36]([CH2:39][CH3:40])(=[O:38])=[O:37])[CH2:32][CH2:31]2)[CH:14]=1.[CH3:43][C:44](C)(C)CN.